This data is from TCR-epitope binding with 47,182 pairs between 192 epitopes and 23,139 TCRs. The task is: Binary Classification. Given a T-cell receptor sequence (or CDR3 region) and an epitope sequence, predict whether binding occurs between them. (1) Result: 0 (the TCR does not bind to the epitope). The epitope is KRWIIMGLNK. The TCR CDR3 sequence is CASSLGWGGGTEAFF. (2) The epitope is LLQTGIHVRVSQPSL. The TCR CDR3 sequence is CASRLRLGAYNEQFF. Result: 1 (the TCR binds to the epitope). (3) The epitope is ILGLPTQTV. The TCR CDR3 sequence is CASSQENFGTSGRNEQYF. Result: 1 (the TCR binds to the epitope). (4) The epitope is FPPTSFGPL. The TCR CDR3 sequence is CASSQTGEVQPQHF. Result: 1 (the TCR binds to the epitope). (5) The epitope is RLRPGGKKR. The TCR CDR3 sequence is CASSQGLAVNTGELFF. Result: 0 (the TCR does not bind to the epitope). (6) The epitope is EEHVQIHTI. The TCR CDR3 sequence is CASSLGQQETQYF. Result: 0 (the TCR does not bind to the epitope).